From a dataset of Forward reaction prediction with 1.9M reactions from USPTO patents (1976-2016). Predict the product of the given reaction. Given the reactants C([O:7][CH2:8][C@@H:9]([O:34][C:35]([CH3:38])([CH3:37])[CH3:36])[C:10]1[C:11]([C:27]2[CH:32]=[CH:31][C:30]([Cl:33])=[CH:29][CH:28]=2)=[C:12]2[C:17](=[CH:18][C:19]=1[CH3:20])[N:16]=[C:15]([N:21]1[CH2:26][CH2:25][O:24][CH2:23][CH2:22]1)[CH:14]=[CH:13]2)(=O)C(C)(C)C.[OH-].[Na+], predict the reaction product. The product is: [C:35]([O:34][C@@H:9]([C:10]1[C:11]([C:27]2[CH:28]=[CH:29][C:30]([Cl:33])=[CH:31][CH:32]=2)=[C:12]2[C:17](=[CH:18][C:19]=1[CH3:20])[N:16]=[C:15]([N:21]1[CH2:26][CH2:25][O:24][CH2:23][CH2:22]1)[CH:14]=[CH:13]2)[CH2:8][OH:7])([CH3:38])([CH3:36])[CH3:37].